Dataset: Full USPTO retrosynthesis dataset with 1.9M reactions from patents (1976-2016). Task: Predict the reactants needed to synthesize the given product. (1) Given the product [Br:1][C:2]1[CH:3]=[CH:4][C:5]([CH2:8][Cl:12])=[CH:6][N:7]=1, predict the reactants needed to synthesize it. The reactants are: [Br:1][C:2]1[N:7]=[CH:6][C:5]([CH2:8]O)=[CH:4][CH:3]=1.S(Cl)([Cl:12])=O. (2) The reactants are: Cl.[C:2](=[NH:7])(OCC)[CH3:3].C(N(CC)CC)C.[NH:15]([C:17]([O:19][C:20]([CH3:23])([CH3:22])[CH3:21])=[O:18])[NH2:16].Br.Br[CH2:26][C:27]([C:29]1[CH:30]=[N:31][CH:32]=[CH:33][CH:34]=1)=O. Given the product [CH3:3][C:2]1[N:16]([NH:15][C:17](=[O:18])[O:19][C:20]([CH3:23])([CH3:22])[CH3:21])[CH:26]=[C:27]([C:29]2[CH:30]=[N:31][CH:32]=[CH:33][CH:34]=2)[N:7]=1, predict the reactants needed to synthesize it.